Dataset: Full USPTO retrosynthesis dataset with 1.9M reactions from patents (1976-2016). Task: Predict the reactants needed to synthesize the given product. Given the product [N+:1]([C:4]1[CH:9]=[CH:8][CH:7]=[CH:6][C:5]=1[S:10]([N:13]([CH2:26][C@@H:27]1[CH2:14][O:17]1)[CH2:20][C@@H:22]1[CH2:23][O:24]1)(=[O:11])=[O:12])([O-:3])=[O:2], predict the reactants needed to synthesize it. The reactants are: [N+:1]([C:4]1[CH:9]=[CH:8][CH:7]=[CH:6][C:5]=1[S:10]([NH2:13])(=[O:12])=[O:11])([O-:3])=[O:2].[C:14](=[O:17])([O-])[O-].[Cs+].[Cs+].[CH2:20]([C@@H:22]1[O:24][CH2:23]1)Cl.O.[C:26](#N)[CH3:27].